This data is from Forward reaction prediction with 1.9M reactions from USPTO patents (1976-2016). The task is: Predict the product of the given reaction. The product is: [F:15][C:16]1[CH:23]=[CH:22][C:21]([CH2:24][CH2:25][OH:26])=[CH:20][C:17]=1[CH2:18][N:52]1[CH2:53][CH2:54][C:48]2([O:47][CH2:46][CH2:45][N:44]([C:42]([C:40]3[N:41]=[C:37]([CH:34]([CH3:35])[CH3:36])[S:38][CH:39]=3)=[O:43])[CH2:49]2)[CH2:50][CH2:51]1. Given the reactants C(O[BH-](OC(=O)C)OC(=O)C)(=O)C.[Na+].[F:15][C:16]1[CH:23]=[CH:22][C:21]([CH2:24][CH2:25][OH:26])=[CH:20][C:17]=1[CH:18]=O.FC(F)(F)C(O)=O.[CH:34]([C:37]1[S:38][CH:39]=[C:40]([C:42]([N:44]2[CH2:49][C:48]3([CH2:54][CH2:53][NH:52][CH2:51][CH2:50]3)[O:47][CH2:46][CH2:45]2)=[O:43])[N:41]=1)([CH3:36])[CH3:35].C(O)(=O)C, predict the reaction product.